From a dataset of Forward reaction prediction with 1.9M reactions from USPTO patents (1976-2016). Predict the product of the given reaction. (1) The product is: [CH3:15][C:5]1([CH3:16])[C:4]2[C:9](=[C:10]([CH:12]([CH3:14])[CH3:13])[CH:11]=[C:2]([CH:25]=[O:26])[CH:3]=2)[O:8][CH2:7][CH2:6]1. Given the reactants Br[C:2]1[CH:3]=[C:4]2[C:9](=[C:10]([CH:12]([CH3:14])[CH3:13])[CH:11]=1)[O:8][CH2:7][CH2:6][C:5]2([CH3:16])[CH3:15].[Li]CCCC.CN([CH:25]=[O:26])C.O, predict the reaction product. (2) Given the reactants [O:1]=[C:2]([CH:9]([C:11]1[CH:16]=[CH:15][CH:14]=[CH:13][CH:12]=1)[CH3:10])[CH2:3][C:4]([O:6][CH2:7][CH3:8])=[O:5].CO[CH:19](OC)[N:20]([CH3:22])[CH3:21], predict the reaction product. The product is: [CH2:7]([O:6][C:4](=[O:5])[C:3](=[CH:19][N:20]([CH3:22])[CH3:21])[C:2](=[O:1])[CH:9]([C:11]1[CH:12]=[CH:13][CH:14]=[CH:15][CH:16]=1)[CH3:10])[CH3:8]. (3) Given the reactants [Br:1][C:2]1[CH:7]=[CH:6][C:5]([OH:8])=[C:4]([CH3:9])[CH:3]=1.[N:10]([O-:12])=[O:11].[Na+].C(OC(C)C)(C)C.S(=O)(=O)(O)O, predict the reaction product. The product is: [Br:1][C:2]1[CH:7]=[C:6]([N+:10]([O-:12])=[O:11])[C:5]([OH:8])=[C:4]([CH3:9])[CH:3]=1. (4) The product is: [Cl:1][C:2]1[CH:7]=[CH:6][C:5]([C:8](=[O:20])[NH:9][CH:10]([C:14]2[CH:15]=[CH:16][CH:17]=[CH:18][CH:19]=2)[CH2:11][CH2:12][OH:13])=[CH:4][C:3]=1[NH:21][C:22]([C:24]1[C:47](=[O:48])[NH:46][C:27]2[N:28]=[C:29]([N:32]3[CH2:33][C@H:54]4[O:57][C@H:36]([CH2:35][CH2:53]4)[CH2:37]3)[N:30]=[CH:31][C:26]=2[CH:25]=1)=[O:23]. Given the reactants [Cl:1][C:2]1[CH:7]=[CH:6][C:5]([C:8](=[O:20])[NH:9][CH:10]([C:14]2[CH:19]=[CH:18][CH:17]=[CH:16][CH:15]=2)[CH2:11][CH2:12][OH:13])=[CH:4][C:3]=1[NH:21][C:22]([C:24]1[C:47](=[O:48])[NH:46][C:27]2[N:28]=[C:29]([N:32]3[CH2:37][CH2:36][CH:35](NC(=O)OC(C)(C)C)C[CH2:33]3)[N:30]=[CH:31][C:26]=2[CH:25]=1)=[O:23].Cl.[C@@H]12[O:57][C@@H:54](CC1)[CH2:53]NC2.C(N(CC)CC)C, predict the reaction product. (5) Given the reactants [CH3:1][C:2]1[S:3][C:4]([C:8]([OH:10])=O)=[C:5]([CH3:7])[N:6]=1.[NH2:11][C:12]1[CH:13]=[C:14]([CH:31]=[CH:32][CH:33]=1)[O:15][C:16]1[CH:17]=[CH:18][C:19]2[N:20]([CH:22]=[C:23]([NH:25][C:26]([CH:28]3[CH2:30][CH2:29]3)=[O:27])[N:24]=2)[N:21]=1.ON1C2C=CC=CC=2N=N1.Cl.C(N=C=NCCCN(C)C)C.C(N(CC)CC)C, predict the reaction product. The product is: [CH:28]1([C:26]([NH:25][C:23]2[N:24]=[C:19]3[CH:18]=[CH:17][C:16]([O:15][C:14]4[CH:13]=[C:12]([NH:11][C:8]([C:4]5[S:3][C:2]([CH3:1])=[N:6][C:5]=5[CH3:7])=[O:10])[CH:33]=[CH:32][CH:31]=4)=[N:21][N:20]3[CH:22]=2)=[O:27])[CH2:29][CH2:30]1. (6) Given the reactants [Cl:1][C:2]1[C:7]([CH3:8])=[CH:6][CH:5]=[CH:4][C:3]=1[OH:9].[C:10]([CH:12](OS(C)(=O)=O)[CH2:13][O:14][CH3:15])#[N:11].C([O-])([O-])=O.[K+].[K+], predict the reaction product. The product is: [Cl:1][C:2]1[C:7]([CH3:8])=[CH:6][CH:5]=[CH:4][C:3]=1[O:9][CH:12]([CH2:13][O:14][CH3:15])[C:10]#[N:11].